From a dataset of Forward reaction prediction with 1.9M reactions from USPTO patents (1976-2016). Predict the product of the given reaction. Given the reactants Cl.[CH3:2][O:3][C:4]1[CH:11]=[CH:10][C:7]([CH2:8][NH2:9])=[CH:6][CH:5]=1.[N-:12]([C:15]#[N:16])C#N.[Na+].[C:18](#[N:20])C, predict the reaction product. The product is: [CH3:2][O:3][C:4]1[CH:11]=[CH:10][C:7]([CH2:8][N:9]([C:18]#[N:20])[C:15]([NH2:16])=[NH:12])=[CH:6][CH:5]=1.